Task: Predict the reactants needed to synthesize the given product.. Dataset: Full USPTO retrosynthesis dataset with 1.9M reactions from patents (1976-2016) (1) Given the product [Cl:11][C:7]1[C:6](=[O:10])[O:5][CH:4]([OH:3])[C:8]=1[CH3:9], predict the reactants needed to synthesize it. The reactants are: C([O:3][CH:4]1[C:8]([CH3:9])=[CH:7][C:6](=[O:10])[O:5]1)C.[Cl-:11].[Al+3].[Cl-].[Cl-].ClCl.C([O-])(=O)C.[Na+]. (2) Given the product [S:1]1[C:5]2[CH:6]=[CH:7][CH:8]=[CH:9][C:4]=2[N:3]=[C:2]1[N:10]1[C:15](=[O:14])[CH:16]=[C:17]([C:18]2[S:19][CH:20]=[CH:21][CH:22]=2)[NH:11]1, predict the reactants needed to synthesize it. The reactants are: [S:1]1[C:5]2[CH:6]=[CH:7][CH:8]=[CH:9][C:4]=2[N:3]=[C:2]1[NH:10][NH2:11].C([O:14][C:15](=O)[CH2:16][C:17](=O)[C:18]1[S:19][CH:20]=[CH:21][CH:22]=1)C. (3) Given the product [F:40][C:41]([F:46])([F:45])[C:42]([OH:44])=[O:43].[CH2:36]([O:35][C:33](=[O:34])[CH2:32][N:19]1[C:20](=[O:31])[C:21]2[N:22]([C:23]3[CH:28]=[CH:27][CH:26]=[CH:25][C:24]=3[O:29][CH3:30])[C:14]([N:11]3[CH2:12][CH2:13][NH:8][CH2:9][CH2:10]3)=[N:15][C:16]=2[N:17]([CH3:39])[C:18]1=[O:38])[CH3:37], predict the reactants needed to synthesize it. The reactants are: C(OC([N:8]1[CH2:13][CH2:12][N:11]([C:14]2[N:22]([C:23]3[CH:28]=[CH:27][CH:26]=[CH:25][C:24]=3[O:29][CH3:30])[C:21]3[C:20](=[O:31])[N:19]([CH2:32][C:33]([O:35][CH2:36][CH3:37])=[O:34])[C:18](=[O:38])[N:17]([CH3:39])[C:16]=3[N:15]=2)[CH2:10][CH2:9]1)=O)(C)(C)C.[F:40][C:41]([F:46])([F:45])[C:42]([OH:44])=[O:43]. (4) Given the product [CH3:19][CH:15]1[CH2:16][CH:17]=[CH:18][CH2:1][N:4]([S:5]([C:8]2[CH:13]=[CH:12][CH:11]=[CH:10][N:9]=2)(=[O:6])=[O:7])[CH2:14]1, predict the reactants needed to synthesize it. The reactants are: [CH2:1]([N:4]([CH2:14][CH:15]([CH3:19])[CH2:16][CH:17]=[CH2:18])[S:5]([C:8]1[CH:13]=[CH:12][CH:11]=[CH:10][N:9]=1)(=[O:7])=[O:6])C=C. (5) Given the product [CH:1]([C:4]1[CH:9]=[C:8]([CH2:20][CH2:21][CH2:19][CH2:17][CH2:15][CH2:14][CH2:13][CH2:12][CH3:11])[CH:7]=[CH:6][C:5]=1[OH:10])([CH3:3])[CH3:2], predict the reactants needed to synthesize it. The reactants are: [CH:1]([C:4]1[CH:9]=[CH:8][CH:7]=[CH:6][C:5]=1[OH:10])([CH3:3])[CH3:2].[CH3:11][CH2:12][CH2:13][CH2:14][CH:15]([CH:17]([CH3:19])C)C.[CH3:20][CH2:21]CC(CC(C)C)C.CC(CC(C(C)C)C)C. (6) Given the product [NH2:5][C:8]1[CH:13]=[CH:12][C:11]([S:14]([F:19])([F:15])([F:16])([F:17])[F:18])=[CH:10][CH:9]=1, predict the reactants needed to synthesize it. The reactants are: [Sn](Cl)Cl.Cl.[N+:5]([C:8]1[CH:13]=[CH:12][C:11]([S:14]([F:19])([F:18])([F:17])([F:16])[F:15])=[CH:10][CH:9]=1)([O-])=O.[OH-].[Na+]. (7) Given the product [C:1]([O:5][C:6]([N:8]1[CH2:13][CH2:12][CH2:11][C:10]([NH:54][C:57]([O:45][CH2:38][C:39]2[CH:44]=[CH:43][CH:42]=[CH:41][CH:40]=2)=[O:47])([CH:17]([CH3:20])[CH:18]=[CH2:19])[CH2:9]1)=[O:7])([CH3:2])([CH3:3])[CH3:4], predict the reactants needed to synthesize it. The reactants are: [C:1]([O:5][C:6]([N:8]1[CH2:13][CH2:12][CH2:11][C:10]([CH:17]([CH3:20])[CH:18]=[CH2:19])(C(O)=O)[CH2:9]1)=[O:7])([CH3:4])([CH3:3])[CH3:2].C1(P(N=[N+]=[N-])(C2C=CC=CC=2)=O)C=CC=CC=1.[CH2:38]([OH:45])[C:39]1[CH:44]=[CH:43][CH:42]=[CH:41][CH:40]=1.S(=O)(=O)(O)[O-:47].[K+].C([N:54]([CH2:57]C)CC)C. (8) The reactants are: [CH:1]1[C:10]2[C:5](=[CH:6][CH:7]=[CH:8][CH:9]=2)[C:4]([NH:11][C:12](=[O:20])OC2C=CC=CC=2)=[CH:3][N:2]=1.[CH3:21][CH:22]1[CH2:27][CH2:26][N:25]([C:28]2[C:33]([CH2:34][NH2:35])=[CH:32][CH:31]=[C:30]([C:36]([F:39])([F:38])[F:37])[N:29]=2)[CH2:24][CH2:23]1.C(N(CC)CC)C. Given the product [CH:1]1[C:10]2[C:5](=[CH:6][CH:7]=[CH:8][CH:9]=2)[C:4]([NH:11][C:12]([NH:35][CH2:34][C:33]2[C:28]([N:25]3[CH2:26][CH2:27][CH:22]([CH3:21])[CH2:23][CH2:24]3)=[N:29][C:30]([C:36]([F:39])([F:37])[F:38])=[CH:31][CH:32]=2)=[O:20])=[CH:3][N:2]=1, predict the reactants needed to synthesize it. (9) The reactants are: [NH:1]1[C:5]([C:6]([OH:8])=O)=[CH:4][N:3]=[N:2]1.[F:9][C@H:10]1[C@@H:15]([O:16][C:17]2[CH:24]=[CH:23][C:22]([C:25]3[N:30]=[C:29]([NH:31][C:32]4[CH:37]=[CH:36][C:35]([N:38]5[CH2:43][CH2:42][N:41]([CH:44]6[CH2:47][O:46][CH2:45]6)[CH2:40][CH2:39]5)=[CH:34][CH:33]=4)[N:28]=[CH:27][N:26]=3)=[CH:21][C:18]=2[C:19]#[N:20])[CH2:14][CH2:13][NH:12][CH2:11]1. Given the product [F:9][C@H:10]1[C@@H:15]([O:16][C:17]2[CH:24]=[CH:23][C:22]([C:25]3[N:30]=[C:29]([NH:31][C:32]4[CH:37]=[CH:36][C:35]([N:38]5[CH2:39][CH2:40][N:41]([CH:44]6[CH2:47][O:46][CH2:45]6)[CH2:42][CH2:43]5)=[CH:34][CH:33]=4)[N:28]=[CH:27][N:26]=3)=[CH:21][C:18]=2[C:19]#[N:20])[CH2:14][CH2:13][N:12]([C:6]([C:5]2[NH:1][N:2]=[N:3][CH:4]=2)=[O:8])[CH2:11]1, predict the reactants needed to synthesize it.